From a dataset of Full USPTO retrosynthesis dataset with 1.9M reactions from patents (1976-2016). Predict the reactants needed to synthesize the given product. (1) Given the product [NH3:1].[CH2:49]([Cl:51])[Cl:50].[CH3:19][O:20][C:21]1[CH:22]=[C:23]([CH2:29][CH2:30][N:31]([CH3:32])[CH2:15][C:14]2[CH:17]=[CH:18][C:11]([O:10][CH2:9][CH2:8][CH2:7][N:1]3[CH2:6][CH2:5][CH2:4][CH2:3][CH2:2]3)=[CH:12][CH:13]=2)[CH:24]=[CH:25][C:26]=1[O:27][CH3:28], predict the reactants needed to synthesize it. The reactants are: [N:1]1([CH2:7][CH2:8][CH2:9][O:10][C:11]2[CH:18]=[CH:17][C:14]([CH:15]=O)=[CH:13][CH:12]=2)[CH2:6][CH2:5][CH2:4][CH2:3][CH2:2]1.[CH3:19][O:20][C:21]1[CH:22]=[C:23]([CH2:29][CH2:30][NH:31][CH3:32])[CH:24]=[CH:25][C:26]=1[O:27][CH3:28].C(O[BH-](OC(=O)C)OC(=O)C)(=O)C.[Na+].[OH-].[Na+].[CH2:49]([Cl:51])[Cl:50]. (2) Given the product [C:18]1([N:11]2[C:12]3[C:17](=[CH:16][CH:15]=[CH:14][CH:13]=3)/[C:9](=[N:8]/[C:5]3[CH:6]=[CH:7][C:2]([C:27]4[CH:28]=[CH:29][S:25][CH:26]=4)=[CH:3][CH:4]=3)/[C:10]2=[O:24])[CH:23]=[CH:22][CH:21]=[CH:20][CH:19]=1, predict the reactants needed to synthesize it. The reactants are: Br[C:2]1[CH:7]=[CH:6][C:5](/[N:8]=[C:9]2\[C:10](=[O:24])[N:11]([C:18]3[CH:23]=[CH:22][CH:21]=[CH:20][CH:19]=3)[C:12]3[C:17]\2=[CH:16][CH:15]=[CH:14][CH:13]=3)=[CH:4][CH:3]=1.[S:25]1[CH:29]=[CH:28][C:27](B(O)O)=[CH:26]1.C([O-])([O-])=O.[Na+].[Na+]. (3) Given the product [CH3:23][C:24]1[N:25]=[C:26]([N:32]2[CH2:36][CH2:35][N:34]([CH2:37][C:38]3[CH:39]=[CH:40][C:41]([O:44][C:45]([F:47])([F:46])[F:48])=[CH:42][CH:43]=3)[C:33]2=[O:49])[S:27][C:28]=1[C:29]([NH:50][C:51]1[CH:56]=[CH:55][CH:54]=[CH:53][CH:52]=1)=[O:30], predict the reactants needed to synthesize it. The reactants are: C(N1CCN(C2SC(C(O)=O)=C(C)N=2)C1=O)C1C=CC=CC=1.[CH3:23][C:24]1[N:25]=[C:26]([N:32]2[CH2:36][CH2:35][N:34]([CH2:37][C:38]3[CH:43]=[CH:42][C:41]([O:44][C:45]([F:48])([F:47])[F:46])=[CH:40][CH:39]=3)[C:33]2=[O:49])[S:27][C:28]=1[C:29](O)=[O:30].[NH2:50][C:51]1[CH:56]=[CH:55][CH:54]=[CH:53][CH:52]=1.